From a dataset of Full USPTO retrosynthesis dataset with 1.9M reactions from patents (1976-2016). Predict the reactants needed to synthesize the given product. (1) Given the product [NH2:32][C:33]([CH2:38][OH:39])([CH2:36][OH:37])[CH2:34][OH:35].[CH3:1][C:2]1[N:6]([CH2:7][C:8]2[CH:13]=[CH:12][CH:11]=[C:10]([C:14]([F:16])([F:15])[F:17])[C:9]=2[CH3:18])[C:5]2[CH:19]=[C:20]([N:26]3[CH2:27][CH2:28][O:29][CH2:30][CH2:31]3)[CH:21]=[C:22]([C:23]([OH:25])=[O:24])[C:4]=2[N:3]=1, predict the reactants needed to synthesize it. The reactants are: [CH3:1][C:2]1[N:6]([CH2:7][C:8]2[CH:13]=[CH:12][CH:11]=[C:10]([C:14]([F:17])([F:16])[F:15])[C:9]=2[CH3:18])[C:5]2[CH:19]=[C:20]([N:26]3[CH2:31][CH2:30][O:29][CH2:28][CH2:27]3)[CH:21]=[C:22]([C:23]([OH:25])=[O:24])[C:4]=2[N:3]=1.[NH2:32][C:33]([CH2:38][OH:39])([CH2:36][OH:37])[CH2:34][OH:35]. (2) Given the product [OH:2][C:3]1[CH:4]=[C:5]([CH:8]=[C:9]([C:11]([F:12])([F:13])[F:14])[CH:10]=1)[C:6]#[N:7], predict the reactants needed to synthesize it. The reactants are: C[O:2][C:3]1[CH:4]=[C:5]([CH:8]=[C:9]([C:11]([F:14])([F:13])[F:12])[CH:10]=1)[C:6]#[N:7].B(Br)(Br)Br. (3) The reactants are: Br[C:2]1[CH:3]=[C:4]([OH:10])[C:5]([O:8][CH3:9])=[N:6][CH:7]=1.C([O-])(=O)C.[K+].[CH3:16][C:17]1([CH3:33])[C:21]([CH3:23])([CH3:22])[O:20][B:19]([B:19]2[O:20][C:21]([CH3:23])([CH3:22])[C:17]([CH3:33])([CH3:16])[O:18]2)[O:18]1.ClCCl. Given the product [CH3:9][O:8][C:5]1[C:4]([OH:10])=[CH:3][C:2]([B:19]2[O:20][C:21]([CH3:23])([CH3:22])[C:17]([CH3:33])([CH3:16])[O:18]2)=[CH:7][N:6]=1, predict the reactants needed to synthesize it. (4) Given the product [F:31][C:32]1[CH:33]=[C:34]([CH:38]=[CH:39][CH:40]=1)[C:35]([NH:1][C:2]1[S:3][CH:4]=[C:5]([C:14]2[CH:15]=[N:16][C:17]([O:20][CH3:21])=[CH:18][CH:19]=2)[C:6]=1[C:7]([O:9][C:10]([CH3:11])([CH3:12])[CH3:13])=[O:8])=[O:36], predict the reactants needed to synthesize it. The reactants are: [NH2:1][C:2]1[S:3][CH:4]=[C:5]([C:14]2[CH:15]=[N:16][C:17]([O:20][CH3:21])=[CH:18][CH:19]=2)[C:6]=1[C:7]([O:9][C:10]([CH3:13])([CH3:12])[CH3:11])=[O:8].CCN(C(C)C)C(C)C.[F:31][C:32]1[CH:33]=[C:34]([CH:38]=[CH:39][CH:40]=1)[C:35](Cl)=[O:36]. (5) Given the product [Cl:1][C:2]1[C:3]([NH:49][CH2:48][CH2:47][CH2:46][O:45][CH3:44])=[N:4][CH:5]=[C:6]([C:8]2[N:12]=[C:11]([C:13]3[CH:18]=[CH:17][C:16]([C:19]4[CH:24]=[CH:23][CH:22]=[CH:21][C:20]=4[CH3:25])=[C:15]([CH2:26][O:27][CH3:28])[CH:14]=3)[O:10][N:9]=2)[CH:7]=1, predict the reactants needed to synthesize it. The reactants are: [Cl:1][C:2]1[C:3](O)=[N:4][CH:5]=[C:6]([C:8]2[N:12]=[C:11]([C:13]3[CH:18]=[CH:17][C:16]([C:19]4[CH:24]=[CH:23][CH:22]=[CH:21][C:20]=4[CH3:25])=[C:15]([CH2:26][O:27][CH3:28])[CH:14]=3)[O:10][N:9]=2)[CH:7]=1.CCN(C(C)C)C(C)C.P(Cl)(Cl)(Cl)=O.[CH3:44][O:45][CH2:46][CH2:47][CH2:48][NH2:49]. (6) Given the product [CH3:29][C:2]1[CH:3]=[CH:4][C:5]2[N:6]([C:8]([C:11]([N:13]3[CH2:18][CH2:17][CH:16]([C:19]4[CH:24]=[CH:23][CH:22]=[CH:21][C:20]=4[C:25]([F:26])([F:27])[F:28])[CH2:15][CH2:14]3)=[O:12])=[N:9][N:10]=2)[CH:7]=1, predict the reactants needed to synthesize it. The reactants are: Br[C:2]1[CH:3]=[CH:4][C:5]2[N:6]([C:8]([C:11]([N:13]3[CH2:18][CH2:17][CH:16]([C:19]4[CH:24]=[CH:23][CH:22]=[CH:21][C:20]=4[C:25]([F:28])([F:27])[F:26])[CH2:15][CH2:14]3)=[O:12])=[N:9][N:10]=2)[CH:7]=1.[CH3:29]N1C(=O)CCC1.C[Mg+].[Br-].Cl.C([O-])(O)=O.[Na+].